This data is from Full USPTO retrosynthesis dataset with 1.9M reactions from patents (1976-2016). The task is: Predict the reactants needed to synthesize the given product. (1) Given the product [Cl:5][C:6]1[CH:11]=[CH:10][C:9]([C:12]2[C:22]([CH:23]([OH:24])[C:25]3[N:30]=[C:29]([C:31]([O:33][CH3:34])=[O:32])[CH:28]=[CH:27][CH:26]=3)=[C:15]3[CH:16]=[CH:17][C:18]([O:20][CH3:21])=[CH:19][N:14]3[N:13]=2)=[CH:8][CH:7]=1, predict the reactants needed to synthesize it. The reactants are: CO.[BH4-].[Na+].[Cl:5][C:6]1[CH:11]=[CH:10][C:9]([C:12]2[C:22]([C:23]([C:25]3[N:30]=[C:29]([C:31]([O:33][CH3:34])=[O:32])[CH:28]=[CH:27][CH:26]=3)=[O:24])=[C:15]3[CH:16]=[CH:17][C:18]([O:20][CH3:21])=[CH:19][N:14]3[N:13]=2)=[CH:8][CH:7]=1.[Cl-].[NH4+]. (2) Given the product [I:1][C:2]1[N:3]=[C:4]([CH2:8][CH2:9][C:10]2[CH:11]=[CH:12][C:13]([C:16]3[CH:21]=[CH:20][CH:19]=[CH:18][N:17]=3)=[CH:14][CH:15]=2)[NH:5][CH:6]=1, predict the reactants needed to synthesize it. The reactants are: [I:1][C:2]1[N:3]=[C:4]([CH2:8][CH2:9][C:10]2[CH:15]=[CH:14][C:13]([C:16]3[CH:21]=[CH:20][CH:19]=[CH:18][N:17]=3)=[CH:12][CH:11]=2)[NH:5][C:6]=1I.S([O-])([O-])=O.[Na+].[Na+]. (3) Given the product [F:33][C:30]1[CH:31]=[CH:32][C:27]([C:25]2[O:26][C:22]3[CH:21]=[C:20]([N:39]([CH3:44])[S:40]([CH3:43])(=[O:41])=[O:42])[C:19]([C:13]4[CH:14]=[CH:15][C:16]([O:17][CH3:18])=[C:11]([C:9]5[O:10][C:6]6[CH:5]=[CH:4][CH:3]=[C:2]([I:45])[C:7]=6[N:8]=5)[CH:12]=4)=[CH:38][C:23]=3[C:24]=2[C:34]([NH:36][CH3:37])=[O:35])=[CH:28][CH:29]=1, predict the reactants needed to synthesize it. The reactants are: N[C:2]1[C:7]2[N:8]=[C:9]([C:11]3[CH:12]=[C:13]([C:19]4[C:20]([N:39]([CH3:44])[S:40]([CH3:43])(=[O:42])=[O:41])=[CH:21][C:22]5[O:26][C:25]([C:27]6[CH:32]=[CH:31][C:30]([F:33])=[CH:29][CH:28]=6)=[C:24]([C:34]([NH:36][CH3:37])=[O:35])[C:23]=5[CH:38]=4)[CH:14]=[CH:15][C:16]=3[O:17][CH3:18])[O:10][C:6]=2[CH:5]=[CH:4][CH:3]=1.[I:45]I.N(OCCC(C)C)=O.CNC(C1C2C=CC(N(C)S(C)(=O)=O)=CC=2OC=1)=O. (4) Given the product [O:35]=[C:8]([N:9]1[C:17]2[C:12](=[CH:13][C:14]([O:18][CH2:19][C:20]3[S:21][C:22]([C:31]([F:34])([F:33])[F:32])=[C:23]([C:25]4[CH:26]=[CH:27][CH:28]=[CH:29][CH:30]=4)[CH:24]=3)=[CH:15][CH:16]=2)[CH2:11][CH2:10]1)[CH2:7][NH:6][CH2:5][C:4]([OH:36])=[O:3], predict the reactants needed to synthesize it. The reactants are: C([O:3][C:4](=[O:36])[CH2:5][NH:6][CH2:7][C:8](=[O:35])[N:9]1[C:17]2[C:12](=[CH:13][C:14]([O:18][CH2:19][C:20]3[S:21][C:22]([C:31]([F:34])([F:33])[F:32])=[C:23]([C:25]4[CH:30]=[CH:29][CH:28]=[CH:27][CH:26]=4)[CH:24]=3)=[CH:15][CH:16]=2)[CH2:11][CH2:10]1)C.CO.C1COCC1.[OH-].[Na+].Cl. (5) Given the product [Cl:1][C:2]1[CH:3]=[C:4]([CH:25]=[CH:26][C:27]=1[Cl:28])[O:5][C:6]1[CH:11]=[CH:10][CH:9]=[CH:8][C:7]=1[NH:12][S:13]([C:16]1[CH:24]=[CH:23][C:19]([C:20]([NH:75][CH2:74][CH2:73][C:70]2[CH:71]=[CH:72][C:67]([C:63]3[NH:64][CH2:65][CH2:66][N:62]=3)=[CH:68][CH:69]=2)=[O:21])=[CH:18][CH:17]=1)(=[O:14])=[O:15], predict the reactants needed to synthesize it. The reactants are: [Cl:1][C:2]1[CH:3]=[C:4]([CH:25]=[CH:26][C:27]=1[Cl:28])[O:5][C:6]1[CH:11]=[CH:10][CH:9]=[CH:8][C:7]=1[NH:12][S:13]([C:16]1[CH:24]=[CH:23][C:19]([C:20](O)=[O:21])=[CH:18][CH:17]=1)(=[O:15])=[O:14].C(N(CC)CC)C.CN(C(ON1N=NC2C=CC=CC1=2)=[N+](C)C)C.F[P-](F)(F)(F)(F)F.Cl.Cl.[NH:62]1[CH2:66][CH2:65][N:64]=[C:63]1[C:67]1[CH:72]=[CH:71][C:70]([CH2:73][CH2:74][NH2:75])=[CH:69][CH:68]=1. (6) Given the product [Cl:13][C:4]1[C:3]([CH2:8][C:9]#[N:10])=[CH:2][CH:1]=[CH:6][N:5]=1, predict the reactants needed to synthesize it. The reactants are: [CH:1]1[CH:6]=[N+:5]([O-])[CH:4]=[C:3]([CH2:8][C:9]#[N:10])[CH:2]=1.P(Cl)(Cl)([Cl:13])=O. (7) Given the product [CH3:1][O:2][C:3]1[CH:4]=[CH:5][C:6]([C:7]([NH:20][C:21]2[N:29]=[CH:28][N:27]=[C:26]3[C:22]=2[N:23]=[CH:24][N:25]3[C@H:30]2[O:35][C@@H:34]([CH2:36][O:37][C:46]([C:53]3[CH:58]=[CH:57][CH:56]=[CH:55][CH:54]=3)([C:47]3[CH:52]=[CH:51][CH:50]=[CH:49][CH:48]=3)[C:45]3[CH:44]=[CH:43][C:42]([O:41][CH3:40])=[CH:61][CH:60]=3)[C@@H:32]([OH:33])[CH2:31]2)([C:14]2[CH:15]=[CH:16][CH:17]=[CH:18][CH:19]=2)[C:8]2[CH:9]=[CH:10][CH:11]=[CH:12][CH:13]=2)=[CH:38][CH:39]=1, predict the reactants needed to synthesize it. The reactants are: [CH3:1][O:2][C:3]1[CH:39]=[CH:38][C:6]([C:7]([NH:20][C:21]2[N:29]=[CH:28][N:27]=[C:26]3[C:22]=2[N:23]=[CH:24][N:25]3[C@H:30]2[O:35][C@@H:34]([CH2:36][OH:37])[C@@H:32]([OH:33])[CH2:31]2)([C:14]2[CH:19]=[CH:18][CH:17]=[CH:16][CH:15]=2)[C:8]2[CH:13]=[CH:12][CH:11]=[CH:10][CH:9]=2)=[CH:5][CH:4]=1.[CH3:40][O:41][C:42]1[CH:61]=[CH:60][C:45]([C:46](Cl)([C:53]2[CH:58]=[CH:57][CH:56]=[CH:55][CH:54]=2)[C:47]2[CH:52]=[CH:51][CH:50]=[CH:49][CH:48]=2)=[CH:44][CH:43]=1.CO.C(O)C. (8) The reactants are: [Cl:1][C:2]1[CH:7]=[CH:6][CH:5]=[C:4]([F:8])[C:3]=1[C:9]1[NH:13][C:12](=[O:14])[N:11]([C:15]2[CH:24]=[CH:23][C:18]([C:19]([O:21]C)=[O:20])=[C:17]([O:25][CH3:26])[CH:16]=2)[N:10]=1.[OH-].[Na+]. Given the product [Cl:1][C:2]1[CH:7]=[CH:6][CH:5]=[C:4]([F:8])[C:3]=1[C:9]1[NH:13][C:12](=[O:14])[N:11]([C:15]2[CH:24]=[CH:23][C:18]([C:19]([OH:21])=[O:20])=[C:17]([O:25][CH3:26])[CH:16]=2)[N:10]=1, predict the reactants needed to synthesize it. (9) The reactants are: C1(P(C2CCCCC2)C2C=CC=CC=2C2C(OC)=CC=CC=2OC)CCCCC1.C(=O)([O-])[O-].[K+].[K+].[CH3:36][N:37]([CH3:54])[CH2:38][C:39]1[CH:44]=[CH:43][C:42](B2OC(C)(C)C(C)(C)O2)=[CH:41][CH:40]=1.[C:55]([O:59][C:60](=[O:88])[NH:61][C@H:62]1[CH2:67][CH2:66][C@@H:65]([N:68]2[C:73](=[O:74])[C:72]3[CH:75]=[C:76]([F:79])[CH:77]=[N:78][C:71]=3[N:70]([C:80]3[CH:85]=[CH:84][CH:83]=[C:82](I)[CH:81]=3)[C:69]2=[O:87])[CH2:64][CH2:63]1)([CH3:58])([CH3:57])[CH3:56]. Given the product [C:55]([O:59][C:60](=[O:88])[NH:61][C@H:62]1[CH2:67][CH2:66][C@@H:65]([N:68]2[C:73](=[O:74])[C:72]3[CH:75]=[C:76]([F:79])[CH:77]=[N:78][C:71]=3[N:70]([C:80]3[CH:85]=[C:84]([C:42]4[CH:41]=[CH:40][C:39]([CH2:38][N:37]([CH3:36])[CH3:54])=[CH:44][CH:43]=4)[CH:83]=[CH:82][CH:81]=3)[C:69]2=[O:87])[CH2:64][CH2:63]1)([CH3:58])([CH3:56])[CH3:57], predict the reactants needed to synthesize it.